Predict the reactants needed to synthesize the given product. From a dataset of Full USPTO retrosynthesis dataset with 1.9M reactions from patents (1976-2016). Given the product [NH2:8][C:9]1[CH:14]=[CH:13][CH:12]=[CH:11][C:10]=1[NH:15][C:16](/[CH:17]=[CH:18]/[C:19]1[CH:20]=[CH:21][C:22]([CH:25]([CH2:26][CH2:27][N:28]2[CH2:33][C@@H:32]3[CH2:34][C@H:29]2[CH2:30][O:31]3)[C:35]([NH:36][C:37]2[CH:42]=[CH:41][C:40]([Br:43])=[CH:39][CH:38]=2)=[O:44])=[CH:23][CH:24]=1)=[O:45], predict the reactants needed to synthesize it. The reactants are: Cl.C(OC(=O)[NH:8][C:9]1[CH:14]=[CH:13][CH:12]=[CH:11][C:10]=1[NH:15][C:16](=[O:45])/[CH:17]=[CH:18]/[C:19]1[CH:24]=[CH:23][C:22]([CH:25]([C:35](=[O:44])[NH:36][C:37]2[CH:42]=[CH:41][C:40]([Br:43])=[CH:39][CH:38]=2)[CH2:26][CH2:27][N:28]2[CH2:33][C@@H:32]3[CH2:34][C@H:29]2[CH2:30][O:31]3)=[CH:21][CH:20]=1)(C)(C)C.C([O-])(O)=O.[Na+].